Dataset: Forward reaction prediction with 1.9M reactions from USPTO patents (1976-2016). Task: Predict the product of the given reaction. (1) Given the reactants [NH2:1][C:2]1[CH:7]=[CH:6][C:5]([C:8]2[CH:13]=[CH:12][C:11]([C:14]([C@@H:16]3[CH2:20][CH2:19][CH2:18][C@H:17]3[C:21]([O:23][CH3:24])=[O:22])=[O:15])=[CH:10][CH:9]=2)=[CH:4][C:3]=1[F:25].[CH3:26][C:27]1[CH:39]=[CH:38][C:30]2[N:31]=[C:32](S(C)(=O)=O)[O:33][C:29]=2[CH:28]=1, predict the reaction product. The product is: [F:25][C:3]1[CH:4]=[C:5]([C:8]2[CH:9]=[CH:10][C:11]([C:14]([C@@H:16]3[CH2:20][CH2:19][CH2:18][C@H:17]3[C:21]([O:23][CH3:24])=[O:22])=[O:15])=[CH:12][CH:13]=2)[CH:6]=[CH:7][C:2]=1[NH:1][C:32]1[O:33][C:29]2[CH:28]=[C:27]([CH3:26])[CH:39]=[CH:38][C:30]=2[N:31]=1. (2) Given the reactants C(OC([N:8]1[CH2:11][CH:10]([N:12]2[CH2:17][CH2:16][N:15]([CH3:18])[C:14](=[O:19])[CH2:13]2)[CH2:9]1)=O)(C)(C)C.C(O)(C(F)(F)F)=O, predict the reaction product. The product is: [NH:8]1[CH2:9][CH:10]([N:12]2[CH2:17][CH2:16][N:15]([CH3:18])[C:14](=[O:19])[CH2:13]2)[CH2:11]1. (3) Given the reactants [CH:1]([N:4]1[C:8]([C:9]2[N:10]=[C:11]3[C:17]4[CH:18]=[C:19]([C:22](O)=[O:23])[CH:20]=[CH:21][C:16]=4[O:15][CH2:14][CH2:13][N:12]3[CH:25]=2)=[N:7][CH:6]=[N:5]1)([CH3:3])[CH3:2].[NH:26]1[CH2:31][CH2:30][CH:29]([C:32]([OH:35])([CH3:34])[CH3:33])[CH2:28][CH2:27]1, predict the reaction product. The product is: [OH:35][C:32]([CH:29]1[CH2:30][CH2:31][N:26]([C:22]([C:19]2[CH:20]=[CH:21][C:16]3[O:15][CH2:14][CH2:13][N:12]4[CH:25]=[C:9]([C:8]5[N:4]([CH:1]([CH3:2])[CH3:3])[N:5]=[CH:6][N:7]=5)[N:10]=[C:11]4[C:17]=3[CH:18]=2)=[O:23])[CH2:27][CH2:28]1)([CH3:34])[CH3:33].